Dataset: Reaction yield outcomes from USPTO patents with 853,638 reactions. Task: Predict the reaction yield, written as a fraction of the theoretical maximum amount of product (1.0 means a 100% yield; for example, 0.34 means a 34% yield). (1) The reactants are [Cl:1][C:2]1[CH:3]=[C:4]([C:8]2[N:9]=[C:10]([CH2:20][C:21]3[CH:26]=[CH:25][C:24]([CH2:27][C:28]([O:30]C)=[O:29])=[CH:23][CH:22]=3)[C:11]3[S:17](=[O:19])(=[O:18])[CH2:16][CH2:15][CH2:14][C:12]=3[N:13]=2)[CH:5]=[CH:6][CH:7]=1.[OH-].[Li+]. No catalyst specified. The product is [Cl:1][C:2]1[CH:3]=[C:4]([C:8]2[N:9]=[C:10]([CH2:20][C:21]3[CH:26]=[CH:25][C:24]([CH2:27][C:28]([OH:30])=[O:29])=[CH:23][CH:22]=3)[C:11]3[S:17](=[O:19])(=[O:18])[CH2:16][CH2:15][CH2:14][C:12]=3[N:13]=2)[CH:5]=[CH:6][CH:7]=1. The yield is 0.750. (2) The reactants are [CH2:1]([O:3][C:4]([C:6]1[N:7]=[CH:8][N:9]2[C:15]=1[CH:14]([CH3:16])[N:13]=[C:12]([C:17]1[CH:22]=[CH:21][CH:20]=[CH:19][C:18]=1[F:23])[C:11]1[CH:24]=[C:25](Br)[CH:26]=[CH:27][C:10]2=1)=[O:5])[CH3:2].[CH3:29][Si:30]([C:33]#[CH:34])([CH3:32])[CH3:31]. The catalyst is C(#N)C.C([O-])(=O)C.[Pd+2].C1(P(C2C=CC=CC=2)C2C=CC=CC=2)C=CC=CC=1.C1(P(C2C=CC=CC=2)C2C=CC=CC=2)C=CC=CC=1.C([O-])(=O)C. The product is [CH2:1]([O:3][C:4]([C:6]1[N:7]=[CH:8][N:9]2[C:15]=1[CH:14]([CH3:16])[N:13]=[C:12]([C:17]1[CH:22]=[CH:21][CH:20]=[CH:19][C:18]=1[F:23])[C:11]1[CH:24]=[C:25]([C:34]#[C:33][Si:30]([CH3:32])([CH3:31])[CH3:29])[CH:26]=[CH:27][C:10]2=1)=[O:5])[CH3:2]. The yield is 0.800.